This data is from Reaction yield outcomes from USPTO patents with 853,638 reactions. The task is: Predict the reaction yield, written as a fraction of the theoretical maximum amount of product (1.0 means a 100% yield; for example, 0.34 means a 34% yield). (1) The reactants are [OH:1]O.[NH:3]1[C:14]2[C:6](=[CH:7][CH:8]=[C:9]3[C:13]=2[CH2:12][CH2:11][CH2:10]3)[C:5](=[O:15])C1=O.[OH-].[Na+].Cl. The catalyst is O. The product is [NH2:3][C:14]1[C:6]([C:5]([OH:15])=[O:1])=[CH:7][CH:8]=[C:9]2[C:13]=1[CH2:12][CH2:11][CH2:10]2. The yield is 0.870. (2) The yield is 0.170. The catalyst is C(Cl)(Cl)Cl. The reactants are Cl.[CH:2]1([CH2:5][CH2:6][NH2:7])[CH2:4][CH2:3]1.C(N(C(C)C)CC)(C)C.[N:17]([C:20]1[CH:25]=[CH:24][C:23]([C:26]2[O:27][CH:28]=[CH:29][CH:30]=2)=[CH:22][CH:21]=1)=[C:18]=[O:19].[C:31](Cl)(=[O:36])[CH2:32][C:33](Cl)=[O:34]. The product is [CH:2]1([CH2:5][CH2:6][N:7]2[C:33](=[O:34])[CH2:32][C:31](=[O:36])[N:17]([C:20]3[CH:21]=[CH:22][C:23]([C:26]4[O:27][CH:28]=[CH:29][CH:30]=4)=[CH:24][CH:25]=3)[C:18]2=[O:19])[CH2:4][CH2:3]1. (3) The reactants are S(=O)(=O)(O)O.O.[CH3:7][N:8]([CH3:26])[S:9]([C:12]1[C:20]2[O:19]C(C(C)(C)C)=[N:17][C:16]=2[CH:15]=[CH:14][C:13]=1[Cl:25])(=[O:11])=[O:10]. The catalyst is O1CCOCC1. The product is [NH2:17][C:16]1[C:20]([OH:19])=[C:12]([S:9]([N:8]([CH3:7])[CH3:26])(=[O:10])=[O:11])[C:13]([Cl:25])=[CH:14][CH:15]=1. The yield is 0.720. (4) The reactants are [N:1]12[CH2:8][CH2:7][C:4]([C:9]([C:17]3[CH:22]=[CH:21][CH:20]=[CH:19][CH:18]=3)([C:11]3[CH:16]=[CH:15][CH:14]=[CH:13][CH:12]=3)[OH:10])([CH2:5][CH2:6]1)[CH2:3][CH2:2]2.[Br:23][CH2:24][CH2:25][CH2:26][C:27]1[CH:32]=[CH:31][CH:30]=[CH:29][CH:28]=1. The catalyst is CC#N. The product is [Br-:23].[OH:10][C:9]([C:17]1[CH:22]=[CH:21][CH:20]=[CH:19][CH:18]=1)([C:11]1[CH:12]=[CH:13][CH:14]=[CH:15][CH:16]=1)[C:4]12[CH2:5][CH2:6][N+:1]([CH2:24][CH2:25][CH2:26][C:27]3[CH:32]=[CH:31][CH:30]=[CH:29][CH:28]=3)([CH2:2][CH2:3]1)[CH2:8][CH2:7]2. The yield is 0.722. (5) The catalyst is O1CCCC1.[H-].[Cl-].C1([Zr+2]C2C=CC=C2)C=CC=C1. The product is [C:1]([Si:5]([CH3:20])([CH3:19])[O:6][CH2:7]/[CH:8]=[CH:9]\[B:10]1[O:11][C:12]([CH3:18])([CH3:17])[C:13]([CH3:16])([CH3:15])[O:14]1)([CH3:3])([CH3:2])[CH3:4]. The reactants are [C:1]([Si:5]([CH3:20])([CH3:19])[O:6][CH2:7][C:8]#[C:9][B:10]1[O:14][C:13]([CH3:16])([CH3:15])[C:12]([CH3:18])([CH3:17])[O:11]1)([CH3:4])([CH3:3])[CH3:2]. The yield is 0.760. (6) The reactants are [Br:1][C:2]1[N:6]([S:7]([C:10]2[CH:15]=[CH:14][CH:13]=[CH:12][CH:11]=2)(=[O:9])=[O:8])[CH:5]=[C:4]([CH2:16][NH:17][CH3:18])[CH:3]=1.[C:19](=[O:22])([O-])[OH:20].[Na+]. The catalyst is C(OCC)(=O)C. The product is [Br:1][C:2]1[N:6]([S:7]([C:10]2[CH:15]=[CH:14][CH:13]=[CH:12][CH:11]=2)(=[O:9])=[O:8])[CH:5]=[C:4]([CH2:16][N:17]([CH3:18])[C:19](=[O:22])[O:20][C:4]([CH3:16])([CH3:5])[CH3:3])[CH:3]=1. The yield is 0.730. (7) The reactants are [F:1][CH:2]([CH2:6][CH2:7][C:8]1[CH:13]=[CH:12][CH:11]=[CH:10][CH:9]=1)[C:3]([OH:5])=O.C(N1C=CN=C1)(N1C=CN=C1)=O.C(=O)=O.C(N(CC)CC)C.FC(F)(F)C(O)=O.[NH:43]1[CH2:47][CH2:46][C@@H:45]([S:48][C:49]2[CH:54]=[CH:53][C:52]([OH:55])=[CH:51][CH:50]=2)[CH2:44]1. The catalyst is CN(C=O)C. The product is [F:1][CH:2]([CH2:6][CH2:7][C:8]1[CH:13]=[CH:12][CH:11]=[CH:10][CH:9]=1)[C:3]([N:43]1[CH2:47][CH2:46][C@@H:45]([S:48][C:49]2[CH:54]=[CH:53][C:52]([OH:55])=[CH:51][CH:50]=2)[CH2:44]1)=[O:5]. The yield is 0.950. (8) The reactants are [F:1][C:2]1[C:7]([C:8]([O:10][CH3:11])=[O:9])=[C:6]([O:12][CH3:13])[C:5]([N+:14]([O-])=O)=[CH:4][CH:3]=1.CO. The catalyst is [Pd]. The product is [NH2:14][C:5]1[C:6]([O:12][CH3:13])=[C:7]([C:2]([F:1])=[CH:3][CH:4]=1)[C:8]([O:10][CH3:11])=[O:9]. The yield is 1.00. (9) The reactants are [Cl:1][C:2]1[C:7]([C:8]2[CH:13]=[CH:12][CH:11]=[CH:10][CH:9]=2)=[C:6]([N:14]2[CH2:19][CH2:18][CH:17]([CH3:20])[CH2:16][CH2:15]2)[N:5]=[C:4]([NH:21][C:22]#[N:23])[N:3]=1.O.[C:25](=O)([O-])[O-].[K+].[K+].CI. The catalyst is CN(C)C=O.C(OCC)(=O)C. The product is [Cl:1][C:2]1[C:7]([C:8]2[CH:9]=[CH:10][CH:11]=[CH:12][CH:13]=2)=[C:6]([N:14]2[CH2:19][CH2:18][CH:17]([CH3:20])[CH2:16][CH2:15]2)[N:5]=[C:4]([N:21]([C:22]#[N:23])[CH3:25])[N:3]=1. The yield is 0.870. (10) The reactants are [CH3:1][O:2][C:3]1[N:8]=[CH:7][C:6]([NH:9][C:10]2[C:17]([C:18]3[N:26]=[C:25]([CH3:27])[N:24]=[C:23]4[C:19]=3[N:20]=[CH:21][N:22]4C3CCCCO3)=[CH:16][C:13]([CH:14]=[O:15])=[CH:12][N:11]=2)=[CH:5][CH:4]=1.[BH4-].[Na+].C(Cl)Cl.Cl. The catalyst is CO. The product is [CH3:1][O:2][C:3]1[N:8]=[CH:7][C:6]([NH:9][C:10]2[N:11]=[CH:12][C:13]([CH2:14][OH:15])=[CH:16][C:17]=2[C:18]2[N:26]=[C:25]([CH3:27])[N:24]=[C:23]3[C:19]=2[N:20]=[CH:21][NH:22]3)=[CH:5][CH:4]=1. The yield is 0.710.